This data is from Full USPTO retrosynthesis dataset with 1.9M reactions from patents (1976-2016). The task is: Predict the reactants needed to synthesize the given product. (1) The reactants are: [Cl:1][C:2]1[CH:3]=[C:4]([C:13]2[CH:18]=[CH:17][CH:16]=[CH:15][CH:14]=2)[CH:5]=[CH:6][C:7]=1[C:8]#[C:9][C:10]([OH:12])=O.[Cl:19][C:20]1[CH:21]=[C:22]([NH2:34])[CH:23]=[CH:24][C:25]=1[O:26][CH2:27][CH2:28][N:29]([CH2:32][CH3:33])[CH2:30][CH3:31].ClCl.ClCCl.CO.N. Given the product [ClH:1].[Cl:19][C:20]1[CH:21]=[C:22]([NH:34][C:10](=[O:12])[C:9]#[C:8][C:7]2[CH:6]=[CH:5][C:4]([C:13]3[CH:18]=[CH:17][CH:16]=[CH:15][CH:14]=3)=[CH:3][C:2]=2[Cl:1])[CH:23]=[CH:24][C:25]=1[O:26][CH2:27][CH2:28][N:29]([CH2:32][CH3:33])[CH2:30][CH3:31], predict the reactants needed to synthesize it. (2) Given the product [NH2:60][C@@:59]([C:54]1[CH:53]=[CH:52][C:51]2[C:56](=[CH:57][CH:58]=[C:49]([O:48][C@H:45]3[CH2:44][CH2:43][C@H:42]([C:38]([CH3:41])([CH3:40])[CH3:39])[CH2:47][CH2:46]3)[C:50]=2[C:66]2[CH:71]=[CH:70][C:69]([S:72]([CH3:75])(=[O:73])=[O:74])=[CH:68][CH:67]=2)[CH:55]=1)([CH3:65])[CH2:63][OH:62], predict the reactants needed to synthesize it. The reactants are: N[C@@](C1C=CC2C(=CC=C(O[C@H]3CC[C@H](C(C)(C)C)CC3)C=2C2C=CC(OC(F)(F)F)=CC=2)C=1)(C)CO.[C:38]([C@H:42]1[CH2:47][CH2:46][C@H:45]([O:48][C:49]2[C:50]([C:66]3[CH:71]=[CH:70][C:69]([S:72]([CH3:75])(=[O:74])=[O:73])=[CH:68][CH:67]=3)=[C:51]3[C:56](=[CH:57][CH:58]=2)[CH:55]=[C:54]([C@:59]2([CH3:65])[CH2:63][O:62]C(=O)[NH:60]2)[CH:53]=[CH:52]3)[CH2:44][CH2:43]1)([CH3:41])([CH3:40])[CH3:39]. (3) Given the product [CH:1]([S:14][CH2:15][C:16]([NH:23][CH2:22][CH:19]1[CH2:21][CH2:20]1)=[O:18])([C:2]1[CH:3]=[CH:4][CH:5]=[CH:6][CH:7]=1)[C:8]1[CH:9]=[CH:10][CH:11]=[CH:12][CH:13]=1, predict the reactants needed to synthesize it. The reactants are: [CH:1]([S:14][CH2:15][C:16]([OH:18])=O)([C:8]1[CH:13]=[CH:12][CH:11]=[CH:10][CH:9]=1)[C:2]1[CH:7]=[CH:6][CH:5]=[CH:4][CH:3]=1.[CH:19]1([CH2:22][NH2:23])[CH2:21][CH2:20]1.